Dataset: Forward reaction prediction with 1.9M reactions from USPTO patents (1976-2016). Task: Predict the product of the given reaction. (1) Given the reactants [C:1](Cl)(=[O:3])[CH3:2].[CH2:5]([NH:12][CH2:13][CH2:14][OH:15])[C:6]1[CH:11]=[CH:10][CH:9]=[CH:8][CH:7]=1.C(N(CC)CC)C, predict the reaction product. The product is: [CH2:5]([N:12]([CH2:13][CH2:14][OH:15])[C:1](=[O:3])[CH3:2])[C:6]1[CH:11]=[CH:10][CH:9]=[CH:8][CH:7]=1. (2) Given the reactants P(Cl)(Cl)(Cl)(Cl)[Cl:2].[I:7][C:8]1[CH:26]=[CH:25][C:11]([C:12]([NH:14][CH2:15][CH2:16][C:17]2[CH:22]=[CH:21][CH:20]=[C:19]([O:23][CH3:24])[CH:18]=2)=O)=[CH:10][CH:9]=1.CCCCCC.CCOCC, predict the reaction product. The product is: [ClH:2].[I:7][C:8]1[CH:26]=[CH:25][C:11]([C:12]2[C:22]3[C:17](=[CH:18][C:19]([O:23][CH3:24])=[CH:20][CH:21]=3)[CH2:16][CH2:15][N:14]=2)=[CH:10][CH:9]=1. (3) Given the reactants Cl[C:2]1[N:7]=[CH:6][C:5]([C:8]([O:10][CH2:11][CH3:12])=[O:9])=[CH:4][N:3]=1.[CH:13]1([CH2:16][NH2:17])[CH2:15][CH2:14]1.CCN(C(C)C)C(C)C, predict the reaction product. The product is: [CH:13]1([CH2:16][NH:17][C:2]2[N:7]=[CH:6][C:5]([C:8]([O:10][CH2:11][CH3:12])=[O:9])=[CH:4][N:3]=2)[CH2:15][CH2:14]1. (4) Given the reactants S1C=CC=C1C1OC(C=C2CCNCC2)=NN=1.C(OC([N:25]1[CH2:30][CH2:29][C:28](=[CH:31][C:32]2[N:33]=[C:34]([C:37]3[S:38][CH:39]=[CH:40][CH:41]=3)[O:35][CH:36]=2)[CH2:27][CH2:26]1)=O)(C)(C)C.C(OC(N1CCC(=CC2OC(C3SC=CC=3)=NN=2)CC1)=O)(C)(C)C, predict the reaction product. The product is: [S:38]1[CH:39]=[CH:40][CH:41]=[C:37]1[C:34]1[O:35][CH:36]=[C:32]([CH:31]=[C:28]2[CH2:27][CH2:26][NH:25][CH2:30][CH2:29]2)[N:33]=1. (5) Given the reactants [Cl:1][C:2]1[CH:3]=[C:4]([C:21]2[CH:26]=[CH:25][C:24]([OH:27])=[CH:23][CH:22]=2)[CH:5]=[CH:6][C:7]=1[CH2:8][CH:9]1[CH2:13][CH2:12][N:11]([CH:14]2[CH2:19][CH2:18][CH2:17][CH2:16][CH2:15]2)[C:10]1=[O:20].C([O-])([O-])=O.[K+].[K+].C([O-])([O-])=O.[Cs+].[Cs+].Cl.Cl[CH2:42][CH2:43][N:44]1[CH2:49][CH2:48][CH2:47][CH2:46][CH2:45]1.Cl.CCOCC, predict the reaction product. The product is: [ClH:1].[Cl:1][C:2]1[CH:3]=[C:4]([C:21]2[CH:22]=[CH:23][C:24]([O:27][CH2:42][CH2:43][N:44]3[CH2:49][CH2:48][CH2:47][CH2:46][CH2:45]3)=[CH:25][CH:26]=2)[CH:5]=[CH:6][C:7]=1[CH2:8][CH:9]1[CH2:13][CH2:12][N:11]([CH:14]2[CH2:15][CH2:16][CH2:17][CH2:18][CH2:19]2)[C:10]1=[O:20].